Task: Predict the product of the given reaction.. Dataset: Forward reaction prediction with 1.9M reactions from USPTO patents (1976-2016) (1) Given the reactants C[O:2][C:3]([C:5]1[NH:6][N:7]=[C:8]([NH:10][CH2:11][C:12]2[C:13]([C:18]3[CH:23]=[CH:22][C:21]([F:24])=[CH:20][CH:19]=3)=[N:14][O:15][C:16]=2[CH3:17])[CH:9]=1)=[O:4].O.[OH-].[Li+], predict the reaction product. The product is: [F:24][C:21]1[CH:22]=[CH:23][C:18]([C:13]2[C:12]([CH2:11][NH:10][C:8]3[CH:9]=[C:5]([C:3]([OH:4])=[O:2])[NH:6][N:7]=3)=[C:16]([CH3:17])[O:15][N:14]=2)=[CH:19][CH:20]=1. (2) The product is: [CH2:1]([O:8][C:9]1[CH:14]=[C:13]([O:15][CH2:16][C:17]2[CH:18]=[CH:19][CH:20]=[CH:21][CH:22]=2)[C:12]([Cl:23])=[CH:11][C:10]=1[C:24]1[O:28][N:27]=[C:26]([CH3:29])[C:25]=1[C:30]1[CH:31]=[C:32]([CH:35]=[CH:36][CH:37]=1)[CH2:33][N:38]1[CH2:43][CH2:42][O:41][CH2:40][CH2:39]1)[C:2]1[CH:7]=[CH:6][CH:5]=[CH:4][CH:3]=1. Given the reactants [CH2:1]([O:8][C:9]1[CH:14]=[C:13]([O:15][CH2:16][C:17]2[CH:22]=[CH:21][CH:20]=[CH:19][CH:18]=2)[C:12]([Cl:23])=[CH:11][C:10]=1[C:24]1[O:28][N:27]=[C:26]([CH3:29])[C:25]=1[C:30]1[CH:31]=[C:32]([CH:35]=[CH:36][CH:37]=1)[CH:33]=O)[C:2]1[CH:7]=[CH:6][CH:5]=[CH:4][CH:3]=1.[NH:38]1[CH2:43][CH2:42][O:41][CH2:40][CH2:39]1.ClCCCl.C(O[BH-](OC(=O)C)OC(=O)C)(=O)C.[Na+], predict the reaction product.